This data is from Peptide-MHC class II binding affinity with 134,281 pairs from IEDB. The task is: Regression. Given a peptide amino acid sequence and an MHC pseudo amino acid sequence, predict their binding affinity value. This is MHC class II binding data. The peptide sequence is GELQIQDKIDAAFKI. The MHC is DRB1_0101 with pseudo-sequence DRB1_0101. The binding affinity (normalized) is 0.442.